Dataset: Catalyst prediction with 721,799 reactions and 888 catalyst types from USPTO. Task: Predict which catalyst facilitates the given reaction. (1) Reactant: F[C:2](F)(F)[C:3]([OH:5])=O.FC(F)(F)C(O)=O.[NH2:15][CH2:16][C@H:17]1[CH2:22][CH2:21][C@H:20]([N:23]2[C:27]3=[C:28]4[S:34][CH:33]=[CH:32][C:29]4=[N:30][CH:31]=[C:26]3[N:25]=[C:24]2[C@H:35]([OH:37])[CH3:36])[CH2:19][CH2:18]1.C(N(CC)CC)C.C(OC(=O)C)(=O)C. Product: [OH:37][C@@H:35]([C:24]1[N:23]([C@H:20]2[CH2:21][CH2:22][C@H:17]([CH2:16][NH:15][C:3](=[O:5])[CH3:2])[CH2:18][CH2:19]2)[C:27]2=[C:28]3[S:34][CH:33]=[CH:32][C:29]3=[N:30][CH:31]=[C:26]2[N:25]=1)[CH3:36]. The catalyst class is: 4. (2) Reactant: C[O:2][C:3](=[O:28])[C:4]1[CH:26]=[CH:25][C:24]([OH:27])=[C:6]([C:7]([NH:9][C:10]2[CH:15]=[C:14]([C:16]([F:19])([F:18])[F:17])[CH:13]=[C:12]([C:20]([F:23])([F:22])[F:21])[CH:11]=2)=[O:8])[CH:5]=1.CO.[OH-].[Na+].Cl. Product: [F:17][C:16]([F:18])([F:19])[C:14]1[CH:15]=[C:10]([NH:9][C:7](=[O:8])[C:6]2[CH:5]=[C:4]([CH:26]=[CH:25][C:24]=2[OH:27])[C:3]([OH:28])=[O:2])[CH:11]=[C:12]([C:20]([F:23])([F:21])[F:22])[CH:13]=1. The catalyst class is: 7. (3) Reactant: [N+:1]([C:4]1[CH:17]=[CH:16][CH:15]=[CH:14][C:5]=1[NH:6][C:7]1[CH:12]=[CH:11][C:10]([NH2:13])=[CH:9][CH:8]=1)([O-:3])=[O:2].Br[C:19]1[S:20][CH:21]=[CH:22][N:23]=1.C(=O)([O-])[O-].[K+].[K+]. Product: [N+:1]([C:4]1[CH:17]=[CH:16][CH:15]=[CH:14][C:5]=1[NH:6][C:7]1[CH:8]=[CH:9][C:10]([NH:13][C:19]2[S:20][CH:21]=[CH:22][N:23]=2)=[CH:11][CH:12]=1)([O-:3])=[O:2]. The catalyst class is: 6. (4) Reactant: [Br-].[CH3:2][O:3][CH2:4][CH2:5][CH2:6][P+](C1C=CC=CC=1)(C1C=CC=CC=1)C1C=CC=CC=1.C[Si]([N-][Si](C)(C)C)(C)C.[Na+].[Br:36][C:37]1[CH:44]=[C:41]([CH:42]=O)[C:40]([O:45][CH3:46])=[CH:39][CH:38]=1.[Cl-].[NH4+]. Product: [CH3:46][O:45][C:40]1[CH:39]=[CH:38][C:37]([Br:36])=[CH:44][C:41]=1[CH2:42][CH:6]=[CH:5][CH2:4][O:3][CH3:2]. The catalyst class is: 7. (5) Reactant: C1C=C(Cl)C=C(C(OO)=[O:9])C=1.[CH2:12]([O:19][C:20]1[CH:29]=[CH:28][C:27]2[N:26]=[CH:25][C:24]3[N:30]=[C:31]([CH2:34][CH3:35])[N:32]([CH3:33])[C:23]=3[C:22]=2[CH:21]=1)[C:13]1[CH:18]=[CH:17][CH:16]=[CH:15][CH:14]=1. Product: [CH2:12]([O:19][C:20]1[CH:29]=[CH:28][C:27]2[N+:26]([O-:9])=[CH:25][C:24]3[N:30]=[C:31]([CH2:34][CH3:35])[N:32]([CH3:33])[C:23]=3[C:22]=2[CH:21]=1)[C:13]1[CH:14]=[CH:15][CH:16]=[CH:17][CH:18]=1. The catalyst class is: 22.